Dataset: Full USPTO retrosynthesis dataset with 1.9M reactions from patents (1976-2016). Task: Predict the reactants needed to synthesize the given product. (1) Given the product [CH2:15]([N:12]1[C:13](=[O:14])[C:8]2[CH:7]=[C:6]([C:4]([OH:5])=[O:3])[S:24][C:9]=2[N:10]([CH3:23])[C:11]1=[O:22])[C:16]1[CH:21]=[CH:20][CH:19]=[CH:18][CH:17]=1, predict the reactants needed to synthesize it. The reactants are: C([O:3][C:4]([C:6]1[S:24][C:9]2[N:10]([CH3:23])[C:11](=[O:22])[N:12]([CH2:15][C:16]3[CH:21]=[CH:20][CH:19]=[CH:18][CH:17]=3)[C:13](=[O:14])[C:8]=2[CH:7]=1)=[O:5])C.[Li+].[OH-].C(OCC)(=O)C.O.Cl. (2) Given the product [CH3:40][C:37]([Si:24]([C:31]1[CH:36]=[CH:35][CH:34]=[CH:33][CH:32]=1)([C:25]1[CH:26]=[CH:27][CH:28]=[CH:29][CH:30]=1)[O:1][CH2:2][CH2:3][C@@H:4]1[CH2:10][C@@H:9]2[C@@H:7]([CH2:8]2)[CH2:6][N:5]1[C:11]([O:13][C:14]([CH3:17])([CH3:16])[CH3:15])=[O:12])([CH3:38])[CH3:39], predict the reactants needed to synthesize it. The reactants are: [OH:1][CH2:2][CH2:3][C@@H:4]1[CH2:10][C@@H:9]2[C@@H:7]([CH2:8]2)[CH2:6][N:5]1[C:11]([O:13][C:14]([CH3:17])([CH3:16])[CH3:15])=[O:12].N1C=CN=C1.Cl[Si:24]([C:37]([CH3:40])([CH3:39])[CH3:38])([C:31]1[CH:36]=[CH:35][CH:34]=[CH:33][CH:32]=1)[C:25]1[CH:30]=[CH:29][CH:28]=[CH:27][CH:26]=1.CCOC(C)=O.